From a dataset of Reaction yield outcomes from USPTO patents with 853,638 reactions. Predict the reaction yield, written as a fraction of the theoretical maximum amount of product (1.0 means a 100% yield; for example, 0.34 means a 34% yield). (1) The reactants are [F:1][C:2]1[CH:23]=[CH:22][C:5]([O:6][C:7]2[CH:12]=[CH:11][C:10]([C:13]3[N:18]=[C:17]([C:19](O)=[O:20])[CH:16]=[CH:15][CH:14]=3)=[CH:9][CH:8]=2)=[CH:4][CH:3]=1.C(C1[CH2:36][CH2:35][NH:34][CH2:33][CH2:32]1)(OC(C)(C)C)=O.C1CCC([N:43]=C=NC2CCCCC2)CC1.CCN(C(C)C)C(C)C. The catalyst is O.C(Cl)Cl. The product is [F:1][C:2]1[CH:3]=[CH:4][C:5]([O:6][C:7]2[CH:8]=[CH:9][C:10]([C:13]3[N:18]=[C:17]([C:19]([N:34]4[CH2:33][CH2:32][NH:43][CH2:36][CH2:35]4)=[O:20])[CH:16]=[CH:15][CH:14]=3)=[CH:11][CH:12]=2)=[CH:22][CH:23]=1. The yield is 0.900. (2) The reactants are [N:1]1[CH:6]=[CH:5][C:4]([CH2:7][CH2:8][CH2:9][OH:10])=[CH:3][CH:2]=1.C(N(CC)CC)C.C1C(=O)N(OC(ON2C(=O)CCC2=O)=O)[C:20](=[O:21])C1.Cl.[C:37]12([CH2:47][CH2:48][NH:49][CH2:50][CH2:51][CH2:52][CH2:53][CH3:54])[CH2:46][CH:41]3[CH2:42][CH:43]([CH2:45][CH:39]([CH2:40]3)[CH2:38]1)[CH2:44]2. The catalyst is C(#N)C.C(Cl)Cl. The product is [C:37]12([CH2:47][CH2:48][N:49]([CH2:50][CH2:51][CH2:52][CH2:53][CH3:54])[C:20](=[O:21])[O:10][CH2:9][CH2:8][CH2:7][C:4]3[CH:5]=[CH:6][N:1]=[CH:2][CH:3]=3)[CH2:44][CH:43]3[CH2:42][CH:41]([CH2:40][CH:39]([CH2:45]3)[CH2:38]1)[CH2:46]2. The yield is 0.970. (3) The reactants are [Br:1][C:2]1[CH:7]=[CH:6][CH:5]=[CH:4][C:3]=1[OH:8].[H-].[Na+].Br[CH2:12][CH2:13][F:14]. The catalyst is C1COCC1. The product is [Br:1][C:2]1[CH:7]=[CH:6][CH:5]=[CH:4][C:3]=1[O:8][CH2:12][CH2:13][F:14]. The yield is 0.630.